This data is from Forward reaction prediction with 1.9M reactions from USPTO patents (1976-2016). The task is: Predict the product of the given reaction. (1) Given the reactants [CH3:1][O:2][C:3]1[CH:4]=[C:5]([N:9]2[C:21]3[CH:20]=[CH:19][CH:18]=[CH:17][C:16]=3[C:15]3[C:10]2=[CH:11][CH:12]=[CH:13][CH:14]=3)[CH:6]=[CH:7][CH:8]=1.Cl[P:23]([C:30]1[CH:35]=[CH:34][CH:33]=[CH:32][CH:31]=1)[C:24]1[CH:29]=[CH:28][CH:27]=[CH:26][CH:25]=1, predict the reaction product. The product is: [C:30]1([P:23]([C:24]2[CH:25]=[CH:26][CH:27]=[CH:28][CH:29]=2)[C:4]2[C:3]([O:2][CH3:1])=[CH:8][CH:7]=[CH:6][C:5]=2[N:9]2[C:10]3[CH:11]=[CH:12][CH:13]=[CH:14][C:15]=3[C:16]3[C:21]2=[CH:20][CH:19]=[CH:18][CH:17]=3)[CH:31]=[CH:32][CH:33]=[CH:34][CH:35]=1. (2) Given the reactants C([O:3][C:4](=[O:19])[C:5]1[CH:10]=[CH:9][CH:8]=[N:7][C:6]=1[O:11][C:12]1[CH:17]=[CH:16][C:15]([F:18])=[CH:14][CH:13]=1)C.[OH-].[Na+].Cl, predict the reaction product. The product is: [F:18][C:15]1[CH:14]=[CH:13][C:12]([O:11][C:6]2[N:7]=[CH:8][CH:9]=[CH:10][C:5]=2[C:4]([OH:19])=[O:3])=[CH:17][CH:16]=1. (3) Given the reactants [NH2:1][C:2]1[C:7]([Cl:8])=[CH:6][C:5]([I:9])=[CH:4][N:3]=1.Br[CH2:11][C:12](=O)[C:13]([O:15]CC)=[O:14].O.[OH-].[Na+], predict the reaction product. The product is: [Cl:8][C:7]1[C:2]2[N:3]([CH:11]=[C:12]([C:13]([OH:15])=[O:14])[N:1]=2)[CH:4]=[C:5]([I:9])[CH:6]=1. (4) The product is: [CH:21]1([NH:27][C:2]2[CH:3]=[C:4]([NH:8][C:9]3[CH:14]=[CH:13][C:12]([N:15]4[CH2:20][CH2:19][O:18][CH2:17][CH2:16]4)=[CH:11][CH:10]=3)[N:5]=[CH:6][N:7]=2)[CH2:26][CH2:25][CH2:24][CH2:23][CH2:22]1. Given the reactants Cl[C:2]1[N:7]=[CH:6][N:5]=[C:4]([NH:8][C:9]2[CH:14]=[CH:13][C:12]([N:15]3[CH2:20][CH2:19][O:18][CH2:17][CH2:16]3)=[CH:11][CH:10]=2)[CH:3]=1.[CH:21]1([NH2:27])[CH2:26][CH2:25][CH2:24][CH2:23][CH2:22]1.CCN(C(C)C)C(C)C, predict the reaction product. (5) Given the reactants O=[C:2]([CH2:14][CH2:15][CH:16]=[CH2:17])[CH2:3][CH2:4][CH2:5][NH:6][C:7](=[O:13])[O:8][C:9]([CH3:12])([CH3:11])[CH3:10].[C:18]([O-:21])(=O)[CH3:19].[NH4+:22].[C:23]([N+:27]#[C-])([CH3:26])([CH3:25])[CH3:24].Cl.FC(F)(F)[CH2:32][OH:33], predict the reaction product. The product is: [C:18]([NH:22][C:2]([C:32](=[O:33])[NH:27][C:23]([CH3:26])([CH3:25])[CH3:24])([CH2:14][CH2:15][CH:16]=[CH2:17])[CH2:3][CH2:4][CH2:5][NH:6][C:7](=[O:13])[O:8][C:9]([CH3:12])([CH3:11])[CH3:10])(=[O:21])[CH3:19]. (6) Given the reactants [Br:1][C:2]1[C:7](=O)[C:6]([Br:9])=[CH:5][NH:4][CH:3]=1.O=P(Cl)(Cl)[Cl:12].C(=O)([O-])O.[Na+], predict the reaction product. The product is: [Br:1][C:2]1[CH:3]=[N:4][CH:5]=[C:6]([Br:9])[C:7]=1[Cl:12]. (7) Given the reactants [CH3:1][S:2](Cl)(=[O:4])=[O:3].[C:6]([O:10][C:11]([NH:13][C@@:14]1([C:38]([O:40][C:41]([CH3:44])([CH3:43])[CH3:42])=[O:39])[C@H:19]([O:20][CH2:21][C:22]2[CH:27]=[CH:26][C:25]([Cl:28])=[C:24]([Cl:29])[CH:23]=2)[C@H:18]([OH:30])[C@@H:17]2[C@H:15]1[C@H:16]2[C:31]([O:33][C:34]([CH3:37])([CH3:36])[CH3:35])=[O:32])=[O:12])([CH3:9])([CH3:8])[CH3:7].C(N(CC)CC)C.O1CCCC1.C(=O)(O)[O-].[Na+], predict the reaction product. The product is: [C:6]([O:10][C:11]([NH:13][C@@:14]1([C:38]([O:40][C:41]([CH3:44])([CH3:43])[CH3:42])=[O:39])[C@H:19]([O:20][CH2:21][C:22]2[CH:27]=[CH:26][C:25]([Cl:28])=[C:24]([Cl:29])[CH:23]=2)[C@H:18]([O:30][S:2]([CH3:1])(=[O:4])=[O:3])[C@@H:17]2[C@H:15]1[C@H:16]2[C:31]([O:33][C:34]([CH3:35])([CH3:37])[CH3:36])=[O:32])=[O:12])([CH3:9])([CH3:7])[CH3:8]. (8) Given the reactants C([O:8][C:9]1[CH:10]=[C:11]([C:15]2[CH:16]=[C:17]3[C:22](=[CH:23][CH:24]=2)[C:21](=[O:25])[CH2:20][CH2:19][CH2:18]3)[CH:12]=[CH:13][CH:14]=1)C1C=CC=CC=1.Cl.CC#N, predict the reaction product. The product is: [OH:8][C:9]1[CH:10]=[C:11]([C:15]2[CH:16]=[C:17]3[C:22](=[CH:23][CH:24]=2)[C:21](=[O:25])[CH2:20][CH2:19][CH2:18]3)[CH:12]=[CH:13][CH:14]=1. (9) Given the reactants C([O:3][C:4]([C:6]1[C:7]([CH3:30])=[C:8]([C:23]([O:25][C:26]([CH3:29])([CH3:28])[CH3:27])=[O:24])[NH:9][C:10]=1[CH2:11][CH2:12][CH2:13][NH:14][CH2:15][CH2:16][N:17]1[CH2:22][CH2:21][CH2:20][CH2:19][CH2:18]1)=O)C.C[Al](C)C, predict the reaction product. The product is: [C:26]([O:25][C:23]([C:8]1[NH:9][C:10]2[CH2:11][CH2:12][CH2:13][N:14]([CH2:15][CH2:16][N:17]3[CH2:22][CH2:21][CH2:20][CH2:19][CH2:18]3)[C:4](=[O:3])[C:6]=2[C:7]=1[CH3:30])=[O:24])([CH3:29])([CH3:28])[CH3:27].